Dataset: Forward reaction prediction with 1.9M reactions from USPTO patents (1976-2016). Task: Predict the product of the given reaction. (1) Given the reactants [OH-].[Na+].C([O:5][C:6]([C:8]1[C:9]([CH3:26])=[N:10][N:11]([C:16]2[CH:21]=[CH:20][CH:19]=[C:18]([C:22]([F:25])([F:24])[F:23])[CH:17]=2)[C:12]=1[CH:13]1[CH2:15][CH2:14]1)=[O:7])C, predict the reaction product. The product is: [CH:13]1([C:12]2[N:11]([C:16]3[CH:21]=[CH:20][CH:19]=[C:18]([C:22]([F:23])([F:24])[F:25])[CH:17]=3)[N:10]=[C:9]([CH3:26])[C:8]=2[C:6]([OH:7])=[O:5])[CH2:14][CH2:15]1. (2) Given the reactants [CH2:1]([N:3]1[C:7]([O:8][C:9]2[CH:14]=[CH:13][C:12]([F:15])=[CH:11][C:10]=2[N+:16]([O-])=O)=[CH:6][C:5]([C:19]2[CH:20]=[C:21]([CH:24]=[CH:25][CH:26]=2)[C:22]#[N:23])=[N:4]1)[CH3:2].[H][H], predict the reaction product. The product is: [NH2:16][C:10]1[CH:11]=[C:12]([F:15])[CH:13]=[CH:14][C:9]=1[O:8][C:7]1[N:3]([CH2:1][CH3:2])[N:4]=[C:5]([C:19]2[CH:20]=[C:21]([CH:24]=[CH:25][CH:26]=2)[C:22]#[N:23])[CH:6]=1.